Dataset: Full USPTO retrosynthesis dataset with 1.9M reactions from patents (1976-2016). Task: Predict the reactants needed to synthesize the given product. (1) Given the product [Br:13][C:14]1[CH:23]=[CH:22][CH:21]=[C:20]2[C:15]=1[C:16](=[O:17])[N:12]([CH2:11][CH2:10][C:2]1[N:1]=[C:5]3[CH:6]=[CH:7][CH:8]=[CH:9][N:4]3[CH:3]=1)[CH2:24]2, predict the reactants needed to synthesize it. The reactants are: [N:1]1[C:2]([CH2:10][CH2:11][NH2:12])=[CH:3][N:4]2[CH:9]=[CH:8][CH:7]=[CH:6][C:5]=12.[Br:13][C:14]1[CH:23]=[CH:22][CH:21]=[C:20]([CH2:24]Br)[C:15]=1[C:16](OC)=[O:17].CCN(C(C)C)C(C)C. (2) Given the product [F:1][C:2]1[C:7]([CH:8]2[CH2:12][N:11]([CH3:15])[C:10](=[O:13])[CH2:9]2)=[CH:6][CH:5]=[CH:4][N:3]=1, predict the reactants needed to synthesize it. The reactants are: [F:1][C:2]1[C:7]([CH:8]2[CH2:12][NH:11][C:10](=[O:13])[CH2:9]2)=[CH:6][CH:5]=[CH:4][N:3]=1.I[CH3:15].[H-].[Na+]. (3) Given the product [CH3:11][S:8]([C:5]1[CH:6]=[CH:7][C:2]([N:26]2[CH2:25][CH2:24][CH:23]([NH:22][C:15](=[O:16])[O:17][C:18]([CH3:20])([CH3:19])[CH3:21])[CH2:28][CH2:27]2)=[C:3]([N+:12]([O-:14])=[O:13])[CH:4]=1)(=[O:10])=[O:9], predict the reactants needed to synthesize it. The reactants are: F[C:2]1[CH:7]=[CH:6][C:5]([S:8]([CH3:11])(=[O:10])=[O:9])=[CH:4][C:3]=1[N+:12]([O-:14])=[O:13].[C:15]([NH:22][CH:23]1[CH2:28][CH2:27][NH:26][CH2:25][CH2:24]1)([O:17][C:18]([CH3:21])([CH3:20])[CH3:19])=[O:16]. (4) Given the product [Cl:1][C:2]1[CH:3]=[C:4]([NH:9][C:10]2[C:19]3[C:14](=[CH:15][N:16]=[C:17]([NH:33][CH2:32][CH2:31][CH2:30][N:27]4[CH2:26][CH2:25][N:24]([CH3:23])[CH2:29][CH2:28]4)[CH:18]=3)[N:13]=[CH:12][C:11]=2[C:21]#[N:22])[CH:5]=[CH:6][C:7]=1[F:8], predict the reactants needed to synthesize it. The reactants are: [Cl:1][C:2]1[CH:3]=[C:4]([NH:9][C:10]2[C:19]3[C:14](=[CH:15][N:16]=[C:17](F)[CH:18]=3)[N:13]=[CH:12][C:11]=2[C:21]#[N:22])[CH:5]=[CH:6][C:7]=1[F:8].[CH3:23][N:24]1[CH2:29][CH2:28][N:27]([CH2:30][CH2:31][CH2:32][NH2:33])[CH2:26][CH2:25]1. (5) The reactants are: [CH3:1][CH:2]([CH3:30])[CH2:3][C@H:4]([NH:22][C:23](=[O:29])[O:24]C(C)(C)C)[CH2:5][O:6][C:7]1[CH:8]=[CH:9][C:10]2[C:20]3[C:15](=[CH:16][N:17]=[C:18]([CH3:21])[CH:19]=3)[CH2:14][O:13][C:11]=2[CH:12]=1.Cl.O1CCOC[CH2:33]1. Given the product [C:23]([O-:24])(=[O:29])[CH3:33].[NH4+:17].[CH3:1][CH:2]([CH3:30])[CH2:3][C@H:4]([NH2:22])[CH2:5][O:6][C:7]1[CH:8]=[CH:9][C:10]2[C:20]3[C:15](=[CH:16][N:17]=[C:18]([CH3:21])[CH:19]=3)[CH2:14][O:13][C:11]=2[CH:12]=1, predict the reactants needed to synthesize it. (6) Given the product [I:12][C:2]1[CH:3]=[C:4]([CH:8]=[CH:9][CH:10]=1)[C:5]([OH:7])=[O:6], predict the reactants needed to synthesize it. The reactants are: Br[C:2]1[CH:3]=[C:4]([CH:8]=[CH:9][CH:10]=1)[C:5]([OH:7])=[O:6].[Na+].[I-:12].CN[C@@H]1CCCC[C@H]1NC.C[Si](C)(C)N[Si](C)(C)C.Cl. (7) Given the product [NH2:23][CH2:22][C@@H:3]1[C@H:2]([OH:1])[CH2:6][N:5]([CH2:7][CH2:8][N:9]2[C:18]3[C:13](=[CH:14][CH:15]=[C:16]([O:19][CH3:20])[CH:17]=3)[CH:12]=[CH:11][C:10]2=[O:21])[CH2:4]1, predict the reactants needed to synthesize it. The reactants are: [OH:1][C@@H:2]1[CH2:6][N:5]([CH2:7][CH2:8][N:9]2[C:18]3[C:13](=[CH:14][CH:15]=[C:16]([O:19][CH3:20])[CH:17]=3)[CH:12]=[CH:11][C:10]2=[O:21])[CH2:4][C@@H:3]1[CH2:22][NH:23]C(=O)OCC1C=CC=CC=1.